Task: Binary Classification. Given a miRNA mature sequence and a target amino acid sequence, predict their likelihood of interaction.. Dataset: Experimentally validated miRNA-target interactions with 360,000+ pairs, plus equal number of negative samples The miRNA is hsa-miR-562 with sequence AAAGUAGCUGUACCAUUUGC. The protein sequence of the target gene is MFIWTSGRTSSSYRQDEKRNIYQKIRDHDLLDKRKTVTALKAGEDRAILLGLAMMVCSIMMYFLLGITLLRSYMQSVWTEEAQCALLNVSITETFNCSFSCGPDCWKLSQYPCLQVYVNLTSSGERLLLYHTEETMKINQKCSYIPKCGNNFEESMSLVSVVMENFRRHQHFPCYSDPEGNQKSVILTKLYSSNVLFHSLFWPTCMMAGGVAIVAMVKLTQYLSLLCERIQRINR. Result: 0 (no interaction).